Binary Classification. Given a drug SMILES string, predict its activity (active/inactive) in a high-throughput screening assay against a specified biological target. From a dataset of KCNQ2 potassium channel screen with 302,405 compounds. (1) The result is 0 (inactive). The drug is Brc1cc(S(=O)(=O)N2CCC(CC2)C)cnc1Cl. (2) The drug is S=c1n(CCCN(CC)CC)c(=O)c2c([nH]1)cc(OCC)c(OCC)c2. The result is 0 (inactive). (3) The molecule is S(c1nc(cc(c2cccnc2)c1C#N)C)CC#N. The result is 0 (inactive). (4) The molecule is O=C(NCCCN1C(CCCC1)CC)c1n(c2c(c1)c(=O)[nH]c1c2cccc1)C. The result is 0 (inactive). (5) The molecule is o1c(nc2c1ccc(c2)C(=O)NCCc1c([nH]nc1C)C)CCCC. The result is 0 (inactive). (6) The drug is S1(=O)(=O)C(C(CC(=C1C#N)C)c1ccccc1)C#N. The result is 0 (inactive). (7) The drug is S(CC(=O)N1CC(CCC1)C(OCC)=O)c1ccccc1. The result is 0 (inactive).